Task: Predict the product of the given reaction.. Dataset: Forward reaction prediction with 1.9M reactions from USPTO patents (1976-2016) (1) Given the reactants [N:1]1([N:6]([C:19]2[CH:26]=[CH:25][C:22]([C:23]#[N:24])=[CH:21][CH:20]=2)[CH2:7][C:8]2[C:12]3[CH:13]=[CH:14][C:15]([O:17]C)=[CH:16][C:11]=3[S:10][CH:9]=2)[CH:5]=[CH:4][N:3]=[CH:2]1.B(Br)(Br)Br.C([O-])(O)=O.[Na+], predict the reaction product. The product is: [OH:17][C:15]1[CH:14]=[CH:13][C:12]2[C:8]([CH2:7][N:6]([C:19]3[CH:26]=[CH:25][C:22]([C:23]#[N:24])=[CH:21][CH:20]=3)[N:1]3[CH:5]=[CH:4][N:3]=[CH:2]3)=[CH:9][S:10][C:11]=2[CH:16]=1. (2) Given the reactants [C:1]([C:5]1[O:9][N:8]=[C:7]([NH:10][CH3:11])[CH:6]=1)([CH3:4])([CH3:3])[CH3:2].[Cl:12][C:13]1[N:18]=[CH:17][C:16]([C:19]#[C:20][C:21]2[CH:22]=[C:23]([NH:27][C:28](=[O:36])OC3C=CC=CC=3)[CH:24]=[CH:25][CH:26]=2)=[CH:15][N:14]=1, predict the reaction product. The product is: [C:1]([C:5]1[O:9][N:8]=[C:7]([N:10]([CH3:11])[C:28]([NH:27][C:23]2[CH:24]=[CH:25][CH:26]=[C:21]([C:20]#[C:19][C:16]3[CH:17]=[N:18][C:13]([Cl:12])=[N:14][CH:15]=3)[CH:22]=2)=[O:36])[CH:6]=1)([CH3:4])([CH3:2])[CH3:3].